Predict the product of the given reaction. From a dataset of Forward reaction prediction with 1.9M reactions from USPTO patents (1976-2016). (1) Given the reactants [CH3:1][N:2]1[C:10]2[CH:9]=[C:8]3[O:11][CH2:12][CH2:13][O:14][C:7]3=[CH:6][C:5]=2[CH:4]([C:15]2[CH:20]=[CH:19][CH:18]=[CH:17][C:16]=2[N+:21]([O-:23])=[O:22])[C:3]1=[O:24].C[Si]([N-][Si](C)(C)C)(C)C.[Li+].C([C:37]([O:39][CH3:40])=[O:38])#N.Cl, predict the reaction product. The product is: [CH3:1][N:2]1[C:10]2[CH:9]=[C:8]3[O:11][CH2:12][CH2:13][O:14][C:7]3=[CH:6][C:5]=2[C:4]([C:15]2[CH:20]=[CH:19][CH:18]=[CH:17][C:16]=2[N+:21]([O-:23])=[O:22])([C:37]([O:39][CH3:40])=[O:38])[C:3]1=[O:24]. (2) Given the reactants ClC1C(Cl)=CC=CC=1N[C:10]([N:12]1[CH2:17][CH2:16][N:15]2[C:18](=[O:31])[N:19]([C@H:22]3[CH2:24][C@@H:23]3[C:25]3[CH:30]=[CH:29][CH:28]=[CH:27][CH:26]=3)[C:20](=[O:21])[C@@H:14]2[CH2:13]1)=O.Cl.[C:33]1([C@H:39]2C[C@@H]2N2C(=O)[C@@H]3CNCCN3C2=O)[CH:38]=CC=C[CH:34]=1.C(Cl)(=O)C(C)(C)C, predict the reaction product. The product is: [CH3:34][C:33]([CH3:39])([CH3:38])[CH2:10][N:12]1[CH2:17][CH2:16][N:15]2[C:18](=[O:31])[N:19]([C@H:22]3[CH2:24][C@@H:23]3[C:25]3[CH:30]=[CH:29][CH:28]=[CH:27][CH:26]=3)[C:20](=[O:21])[C@@H:14]2[CH2:13]1. (3) Given the reactants [CH2:1]([OH:5])[CH2:2][CH2:3][CH3:4], predict the reaction product. The product is: [CH2:3]([CH:2]([CH2:1][CH2:2][CH2:3][CH3:4])[CH2:1][OH:5])[CH3:4]. (4) Given the reactants [CH3:1][C:2]1([C:5]([OH:7])=O)[CH2:4][CH2:3]1.C(Cl)(=O)C(Cl)=O.Br.[NH2:15][C:16]1[C:24](O)=[CH:23][CH:22]=[CH:21][C:17]=1[C:18]([OH:20])=[O:19].C(N(CC)CC)C.O.C1(C)C=CC(S(O)(=O)=O)=CC=1, predict the reaction product. The product is: [CH3:1][C:2]1([C:5]2[O:7][C:24]3[C:16](=[C:17]([C:18]([OH:20])=[O:19])[CH:21]=[CH:22][CH:23]=3)[N:15]=2)[CH2:4][CH2:3]1. (5) Given the reactants C(N(C(C)C)CC)(C)C.Cl.[CH3:11][NH:12][CH2:13][C:14]1[CH:22]=[CH:21][CH:20]=[C:19]2[C:15]=1[CH2:16][N:17]([CH:24]1[CH2:29][CH2:28][C:27](=[O:30])[NH:26][C:25]1=[O:31])[C:18]2=[O:23].[CH:32]1[C:41]2[C:36](=[CH:37][CH:38]=[CH:39][CH:40]=2)[CH:35]=[CH:34][C:33]=1[N:42]=[C:43]=[O:44], predict the reaction product. The product is: [O:31]=[C:25]1[CH:24]([N:17]2[CH2:16][C:15]3[C:19](=[CH:20][CH:21]=[CH:22][C:14]=3[CH2:13][N:12]([CH3:11])[C:43]([NH:42][C:33]3[CH:34]=[CH:35][C:36]4[C:41](=[CH:40][CH:39]=[CH:38][CH:37]=4)[CH:32]=3)=[O:44])[C:18]2=[O:23])[CH2:29][CH2:28][C:27](=[O:30])[NH:26]1. (6) The product is: [OH:15][CH2:14][C:11]1([CH3:17])[CH2:12][CH2:13][N:8]([C:6]([O:5][C:1]([CH3:4])([CH3:3])[CH3:2])=[O:7])[CH2:9][CH2:10]1. Given the reactants [C:1]([O:5][C:6]([N:8]1[CH2:13][CH2:12][C:11]([CH3:17])([C:14](O)=[O:15])[CH2:10][CH2:9]1)=[O:7])([CH3:4])([CH3:3])[CH3:2].S(C)C, predict the reaction product. (7) Given the reactants C([P:3]([C:6]1[CH:11]=[CH:10][CH:9]=[CH:8][CH:7]=1)(=[O:5])[O-:4])C.C(N([CH2:17][CH3:18])CC)C.[C:19]([OH:23])(=[O:22])[CH:20]=[O:21].[C:24]1(C)C=CC=C[CH:25]=1, predict the reaction product. The product is: [CH2:24]([O:22][C:19](=[O:23])[CH:20]([P:3]([O:5][CH2:17][CH3:18])([C:6]1[CH:7]=[CH:8][CH:9]=[CH:10][CH:11]=1)=[O:4])[OH:21])[CH3:25]. (8) Given the reactants [OH-].C[N+](C)(C)C.CC(C)([O-])C.[K+].[CH2:13]([CH2:19][C@@H:20]([SH:24])[CH2:21][CH2:22][SH:23])[CH2:14][CH2:15][C:16]([OH:18])=[O:17], predict the reaction product. The product is: [CH2:21]1[C@@H:20]([CH2:19][CH2:13][CH2:14][CH2:15][C:16]([OH:18])=[O:17])[S:24][S:23][CH2:22]1.[CH2:13]([CH2:19][C@@H:20]([SH:24])[CH2:21][CH2:22][SH:23])[CH2:14][CH2:15][C:16]([OH:18])=[O:17]. (9) Given the reactants [Cl:1][C:2]1[C:3]([O:9][C:10]2[CH:15]=[CH:14][C:13]([OH:16])=[CH:12][CH:11]=2)=[N:4][CH:5]=[C:6]([Cl:8])[CH:7]=1.[I-].[N:18]1([C:28](N2C=C[N+](C)=C2)=[O:29])[C:27]2[C:22](=[CH:23][CH:24]=[CH:25][CH:26]=2)[CH2:21][CH2:20][CH2:19]1, predict the reaction product. The product is: [Cl:1][C:2]1[C:3]([O:9][C:10]2[CH:15]=[CH:14][C:13]([O:16][C:28]([N:18]3[C:27]4[C:22](=[CH:23][CH:24]=[CH:25][CH:26]=4)[CH2:21][CH2:20][CH2:19]3)=[O:29])=[CH:12][CH:11]=2)=[N:4][CH:5]=[C:6]([Cl:8])[CH:7]=1. (10) The product is: [CH3:10][O:11][C:12](=[O:21])[C:13]1[CH:18]=[C:17]([CH3:19])[CH:16]=[C:15]([N+:1]([O-:4])=[O:2])[C:14]=1[CH3:20]. Given the reactants [N+:1]([O-:4])(O)=[O:2].OS(O)(=O)=O.[CH3:10][O:11][C:12](=[O:21])[C:13]1[CH:18]=[C:17]([CH3:19])[CH:16]=[CH:15][C:14]=1[CH3:20], predict the reaction product.